From a dataset of Reaction yield outcomes from USPTO patents with 853,638 reactions. Predict the reaction yield, written as a fraction of the theoretical maximum amount of product (1.0 means a 100% yield; for example, 0.34 means a 34% yield). (1) The reactants are [F:1][C:2]1[CH:14]=[CH:13][C:5]([O:6][CH2:7][C:8]2[NH:9][CH:10]=[CH:11][N:12]=2)=[CH:4][CH:3]=1.C([O-])([O-])=O.[K+].[K+].Br[CH2:22][C:23]1[CH:28]=[C:27]([I:29])[CH:26]=[C:25]([Cl:30])[CH:24]=1. The catalyst is CN(C=O)C. The product is [Cl:30][C:25]1[CH:24]=[C:23]([CH:28]=[C:27]([I:29])[CH:26]=1)[CH2:22][N:12]1[CH:11]=[CH:10][N:9]=[C:8]1[CH2:7][O:6][C:5]1[CH:13]=[CH:14][C:2]([F:1])=[CH:3][CH:4]=1. The yield is 0.600. (2) The reactants are [OH:1][C:2]1([C:9]2[CH:18]=[CH:17][C:12]([C:13]([NH:15][CH3:16])=[O:14])=[CH:11][N:10]=2)[CH2:7][CH2:6][C:5](=O)[CH2:4][CH2:3]1.[NH2:19][C@H:20]1[CH2:24][CH2:23][N:22]([C:25](=[O:40])[CH2:26][NH:27][C:28](=[O:39])[C:29]2[CH:34]=[CH:33][CH:32]=[C:31]([C:35]([F:38])([F:37])[F:36])[CH:30]=2)[CH2:21]1.C(O[BH-](OC(=O)C)OC(=O)C)(=O)C.[Na+]. The catalyst is C(Cl)Cl. The product is [OH:1][C:2]1([C:9]2[CH:18]=[CH:17][C:12]([C:13]([NH:15][CH3:16])=[O:14])=[CH:11][N:10]=2)[CH2:7][CH2:6][CH:5]([NH:19][C@H:20]2[CH2:24][CH2:23][N:22]([C:25](=[O:40])[CH2:26][NH:27][C:28](=[O:39])[C:29]3[CH:34]=[CH:33][CH:32]=[C:31]([C:35]([F:37])([F:38])[F:36])[CH:30]=3)[CH2:21]2)[CH2:4][CH2:3]1. The yield is 0.230. (3) The catalyst is C(Cl)Cl. The product is [O-:26][N+:1]1[CH:2]=[CH:3][C:4]([C:7]2([OH:17])[CH2:8][CH2:9][C:10]3([O:14][CH2:13][CH2:12][O:11]3)[CH2:15][CH2:16]2)=[CH:5][CH:6]=1. The reactants are [N:1]1[CH:6]=[CH:5][C:4]([C:7]2([OH:17])[CH2:16][CH2:15][C:10]3([O:14][CH2:13][CH2:12][O:11]3)[CH2:9][CH2:8]2)=[CH:3][CH:2]=1.C1C=C(Cl)C=C(C(OO)=[O:26])C=1. The yield is 0.980.